This data is from Experimentally validated miRNA-target interactions with 360,000+ pairs, plus equal number of negative samples. The task is: Binary Classification. Given a miRNA mature sequence and a target amino acid sequence, predict their likelihood of interaction. The miRNA is hsa-miR-3120-3p with sequence CACAGCAAGUGUAGACAGGCA. The protein sequence of the target gene is MASPAPEEHATQGCPATEEQPPRPGVPGEEAGPEGAGPQVEEAAGRVAAALTWLLGEPVLWLGWRADELLSWKRPLRSLLTFLGANLLFWFLALTPWRVYHLISVMILGRVIMQIIKEMVLSRTRGAQLWRSLTESWEVINSKPDERARLSQCIAESWMNFSMFLQEMSLFKQQSPGKFCLLVCSVCTFFTILGSYIPGVILSYLLLLFAFLCPLFKCNDIGQKIYSKVKSILLKLDFGIGEYINQKKRERSEADKEKSHKDDSELDFSALCPKISLTVAAKELSVSDTDVSEVSWTDNG.... Result: 0 (no interaction).